From a dataset of Peptide-MHC class I binding affinity with 185,985 pairs from IEDB/IMGT. Regression. Given a peptide amino acid sequence and an MHC pseudo amino acid sequence, predict their binding affinity value. This is MHC class I binding data. (1) The peptide sequence is VGGDIRTLY. The MHC is HLA-A29:02 with pseudo-sequence HLA-A29:02. The binding affinity (normalized) is 0.609. (2) The peptide sequence is YLSPGPVTV. The MHC is HLA-A02:01 with pseudo-sequence HLA-A02:01. The binding affinity (normalized) is 0.711. (3) The peptide sequence is LEEDIQHFL. The MHC is HLA-A68:02 with pseudo-sequence HLA-A68:02. The binding affinity (normalized) is 0.0847. (4) The binding affinity (normalized) is 0.581. The peptide sequence is MENLLWKQI. The MHC is HLA-B44:03 with pseudo-sequence HLA-B44:03. (5) The peptide sequence is SVYAWERKK. The MHC is HLA-A68:01 with pseudo-sequence HLA-A68:01. The binding affinity (normalized) is 0.207. (6) The binding affinity (normalized) is 0.381. The peptide sequence is ASFVFFKL. The MHC is H-2-Db with pseudo-sequence H-2-Db.